From a dataset of Peptide-MHC class I binding affinity with 185,985 pairs from IEDB/IMGT. Regression. Given a peptide amino acid sequence and an MHC pseudo amino acid sequence, predict their binding affinity value. This is MHC class I binding data. (1) The peptide sequence is RQCRAPRR. The MHC is Mamu-B03 with pseudo-sequence Mamu-B03. The binding affinity (normalized) is 0.417. (2) The peptide sequence is YVLDHLIVV. The MHC is HLA-B44:03 with pseudo-sequence HLA-B44:03. The binding affinity (normalized) is 0.182. (3) The peptide sequence is FLEFSADLII. The MHC is HLA-A02:01 with pseudo-sequence HLA-A02:01. The binding affinity (normalized) is 0.549.